From a dataset of Full USPTO retrosynthesis dataset with 1.9M reactions from patents (1976-2016). Predict the reactants needed to synthesize the given product. (1) Given the product [NH2:9][CH2:10][CH2:11][CH2:12][NH:13][C@:14]12[CH2:49][CH2:48][C@@H:47]([C:50]([CH3:52])=[CH2:51])[C@@H:15]1[C@@H:16]1[C@@:29]([CH3:32])([CH2:30][CH2:31]2)[C@@:28]2([CH3:33])[C@@H:19]([C@:20]3([CH3:46])[C@@H:25]([CH2:26][CH2:27]2)[C:24]([CH3:35])([CH3:34])[C:23]([C:36]2[CH:37]=[CH:38][C:39]([C:40]([O:42][CH3:43])=[O:41])=[CH:44][CH:45]=2)=[CH:22][CH2:21]3)[CH2:18][CH2:17]1, predict the reactants needed to synthesize it. The reactants are: Cl.C(OC([NH:9][CH2:10][CH2:11][CH2:12][NH:13][C@:14]12[CH2:49][CH2:48][C@@H:47]([C:50]([CH3:52])=[CH2:51])[C@@H:15]1[C@@H:16]1[C@@:29]([CH3:32])([CH2:30][CH2:31]2)[C@@:28]2([CH3:33])[C@@H:19]([C@:20]3([CH3:46])[C@@H:25]([CH2:26][CH2:27]2)[C:24]([CH3:35])([CH3:34])[C:23]([C:36]2[CH:45]=[CH:44][C:39]([C:40]([O:42][CH3:43])=[O:41])=[CH:38][CH:37]=2)=[CH:22][CH2:21]3)[CH2:18][CH2:17]1)=O)(C)(C)C. (2) Given the product [C:1]([O:5][C:6]([N:8]1[CH2:13][CH2:12][O:11][CH2:10][CH:9]1[C:14]1[N:15]([CH3:34])[C:16](=[O:33])[C:17]([OH:24])=[C:18]([C:20]([NH:41][CH2:40][C:39]2[CH:42]=[CH:43][C:36]([F:35])=[CH:37][CH:38]=2)=[O:22])[N:19]=1)=[O:7])([CH3:2])([CH3:3])[CH3:4], predict the reactants needed to synthesize it. The reactants are: [C:1]([O:5][C:6]([N:8]1[CH2:13][CH2:12][O:11][CH2:10][CH:9]1[C:14]1[N:15]([CH3:34])[C:16](=[O:33])[C:17]([O:24]C(=O)C2C=CC=CC=2)=[C:18]([C:20]([O:22]C)=O)[N:19]=1)=[O:7])([CH3:4])([CH3:3])[CH3:2].[F:35][C:36]1[CH:43]=[CH:42][C:39]([CH2:40][NH2:41])=[CH:38][CH:37]=1. (3) Given the product [CH2:20]([N:11]1[C:12](=[O:15])[CH:13]2[C:9]([C:4]3[CH:5]=[CH:6][C:7]([Cl:8])=[C:2]([Cl:1])[CH:3]=3)([CH2:14]2)[C:10]1=[O:16])[CH2:21][CH2:22][CH3:23], predict the reactants needed to synthesize it. The reactants are: [Cl:1][C:2]1[CH:3]=[C:4]([C:9]23[CH2:14][CH:13]2[C:12](=[O:15])[NH:11][C:10]3=[O:16])[CH:5]=[CH:6][C:7]=1[Cl:8].[H-].[Na+].Br[CH2:20][CH2:21][CH2:22][CH3:23].C(OCC)(=O)C. (4) Given the product [Cl:1][C:2]1[CH:3]=[C:4]2[C:8](=[CH:9][CH:10]=1)[NH:7][C:6](=[O:11])[C:5]2([C:12]1[CH:17]=[CH:16][CH:15]=[CH:14][C:13]=1[O:18][CH3:19])[CH2:20][C:21](=[O:22])[N:32]1[CH2:33][CH2:34][N:29]([C:25]2[S:24][CH:28]=[CH:27][N:26]=2)[CH2:30][CH2:31]1, predict the reactants needed to synthesize it. The reactants are: [Cl:1][C:2]1[CH:3]=[C:4]2[C:8](=[CH:9][CH:10]=1)[NH:7][C:6](=[O:11])[C:5]2([CH2:20][C:21](O)=[O:22])[C:12]1[CH:17]=[CH:16][CH:15]=[CH:14][C:13]=1[O:18][CH3:19].[S:24]1[CH:28]=[CH:27][N:26]=[C:25]1[N:29]1[CH2:34][CH2:33][NH:32][CH2:31][CH2:30]1. (5) Given the product [F:21][C:22]1[CH:23]=[C:24]([C:29]2[N:33]([C:2]3[N:11]=[CH:10][C:9]4[N:8]([CH3:12])[C:7](=[O:13])[C@@H:6]([CH2:14][CH3:15])[N:5]([CH:16]5[CH2:19][CH:18]([F:20])[CH2:17]5)[C:4]=4[N:3]=3)[CH:32]=[CH:31][N:30]=2)[CH:25]=[CH:26][C:27]=1[F:28], predict the reactants needed to synthesize it. The reactants are: Cl[C:2]1[N:11]=[CH:10][C:9]2[N:8]([CH3:12])[C:7](=[O:13])[C@@H:6]([CH2:14][CH3:15])[N:5]([CH:16]3[CH2:19][CH:18]([F:20])[CH2:17]3)[C:4]=2[N:3]=1.[F:21][C:22]1[CH:23]=[C:24]([C:29]2[NH:30][CH:31]=[CH:32][N:33]=2)[CH:25]=[CH:26][C:27]=1[F:28].